From a dataset of Full USPTO retrosynthesis dataset with 1.9M reactions from patents (1976-2016). Predict the reactants needed to synthesize the given product. (1) Given the product [C:1]([O:5][C:6]([N:8]1[CH2:13][CH2:12][CH:11]([C:14]2[CH:15]=[CH:16][C:17]([CH:20]=[O:21])=[CH:18][CH:19]=2)[CH2:10][CH2:9]1)=[O:7])([CH3:4])([CH3:2])[CH3:3], predict the reactants needed to synthesize it. The reactants are: [C:1]([O:5][C:6]([N:8]1[CH2:13][CH2:12][CH:11]([C:14]2[CH:19]=[CH:18][C:17]([C:20](OC)=[O:21])=[CH:16][CH:15]=2)[CH2:10][CH2:9]1)=[O:7])([CH3:4])([CH3:3])[CH3:2].C([SiH2]CC)C.Cl. (2) Given the product [C:1]([O:5][C:6]([N:8]1[CH2:12][CH2:11][CH2:10][C@H:9]1[C@H:13]([S:23][CH3:24])[C@H:14]([C:16]([OH:18])=[O:17])[CH3:15])=[O:7])([CH3:4])([CH3:2])[CH3:3], predict the reactants needed to synthesize it. The reactants are: [C:1]([O:5][C:6]([N:8]1[CH2:12][CH2:11][CH2:10][C@H:9]1[CH:13]([S:23][CH3:24])[CH:14]([C:16]([O:18]C(C)(C)C)=[O:17])[CH3:15])=[O:7])([CH3:4])([CH3:3])[CH3:2].Cl.C(OCC)(=O)C.